Task: Predict the reaction yield, written as a fraction of the theoretical maximum amount of product (1.0 means a 100% yield; for example, 0.34 means a 34% yield).. Dataset: Reaction yield outcomes from USPTO patents with 853,638 reactions (1) The reactants are [OH:1][C@@H:2]1[C@@H:8]([N:9]2C(=O)C3C(=CC=CC=3)C2=O)[CH2:7][CH2:6][CH2:5][N:4]([S:20]([C:23]2[CH:28]=[CH:27][CH:26]=[CH:25][N:24]=2)(=[O:22])=[O:21])[CH2:3]1.NN. The catalyst is C(O)C. The product is [NH2:9][C@H:8]1[CH2:7][CH2:6][CH2:5][N:4]([S:20]([C:23]2[CH:28]=[CH:27][CH:26]=[CH:25][N:24]=2)(=[O:22])=[O:21])[CH2:3][C@@H:2]1[OH:1]. The yield is 0.760. (2) The reactants are [Br:1][C:2]1[CH:11]=[CH:10][C:5]([C:6]([O:8][CH3:9])=[O:7])=[CH:4][C:3]=1[OH:12].[C:13](=O)([O-])[O-].[K+].[K+].S(OC)(OC)(=O)=O.O. The catalyst is CC(C)=O. The product is [Br:1][C:2]1[CH:11]=[CH:10][C:5]([C:6]([O:8][CH3:9])=[O:7])=[CH:4][C:3]=1[O:12][CH3:13]. The yield is 0.990. (3) The catalyst is CO.O. The reactants are C([O:4][C@@H:5]([CH3:40])[C:6]([NH:8][C:9]1[CH:14]=[C:13]([O:15][C:16]2[CH:21]=[C:20]([F:22])[C:19]([NH:23][C:24]([C:26]3([C:29](=[O:38])[NH:30][C:31]4[CH:36]=[CH:35][C:34]([F:37])=[CH:33][CH:32]=4)[CH2:28][CH2:27]3)=[O:25])=[CH:18][C:17]=2[F:39])[CH:12]=[CH:11][N:10]=1)=[O:7])(=O)C.C(=O)([O-])[O-].[K+].[K+]. The yield is 0.600. The product is [F:22][C:20]1[CH:21]=[C:16]([O:15][C:13]2[CH:12]=[CH:11][N:10]=[C:9]([NH:8][C:6](=[O:7])[C@@H:5]([OH:4])[CH3:40])[CH:14]=2)[C:17]([F:39])=[CH:18][C:19]=1[NH:23][C:24]([C:26]1([C:29]([NH:30][C:31]2[CH:32]=[CH:33][C:34]([F:37])=[CH:35][CH:36]=2)=[O:38])[CH2:28][CH2:27]1)=[O:25].